From a dataset of Forward reaction prediction with 1.9M reactions from USPTO patents (1976-2016). Predict the product of the given reaction. (1) Given the reactants [C:1]([NH:4][CH:5]([C:34]([O:36][CH2:37][CH:38]=[CH2:39])=[O:35])[CH2:6][C:7]1[CH:31]=[CH:30][C:10]([N:11]([C:21](=[O:29])[C:22]([O:24][C:25]([CH3:28])([CH3:27])[CH3:26])=[O:23])[C:12]2[CH:20]=[CH:19][CH:18]=[CH:17][C:13]=2[C:14]([OH:16])=[O:15])=[C:9]([CH2:32][CH3:33])[CH:8]=1)(=[O:3])[CH3:2].[C:40]1([C:46]([C:49]2[CH:54]=[CH:53][CH:52]=[CH:51][CH:50]=2)=[N+]=[N-])[CH:45]=[CH:44][CH:43]=[CH:42][CH:41]=1, predict the reaction product. The product is: [C:1]([NH:4][CH:5]([C:34]([O:36][CH2:37][CH:38]=[CH2:39])=[O:35])[CH2:6][C:7]1[CH:31]=[CH:30][C:10]([N:11]([C:21](=[O:29])[C:22]([O:24][C:25]([CH3:27])([CH3:28])[CH3:26])=[O:23])[C:12]2[CH:20]=[CH:19][CH:18]=[CH:17][C:13]=2[C:14]([O:16][CH:46]([C:40]2[CH:45]=[CH:44][CH:43]=[CH:42][CH:41]=2)[C:49]2[CH:54]=[CH:53][CH:52]=[CH:51][CH:50]=2)=[O:15])=[C:9]([CH2:32][CH3:33])[CH:8]=1)(=[O:3])[CH3:2]. (2) Given the reactants [F:1]/[C:2](/[C:16]1[CH:20]=[C:19]([CH3:21])[NH:18][N:17]=1)=[CH:3]\[C:4]1[CH:9]=[CH:8][C:7]([S:10]([F:15])([F:14])([F:13])([F:12])[F:11])=[CH:6][CH:5]=1.Cl[CH2:23][C:24]1[CH:29]=[CH:28][N:27]=[C:26]([N:30]2[CH2:35][CH2:34][N:33]([CH:36]3[CH2:38][CH2:37]3)[CH2:32][CH2:31]2)[CH:25]=1, predict the reaction product. The product is: [CH:36]1([N:33]2[CH2:32][CH2:31][N:30]([C:26]3[CH:25]=[C:24]([CH2:23][N:18]4[C:19]([CH3:21])=[CH:20][C:16](/[C:2](/[F:1])=[CH:3]/[C:4]5[CH:5]=[CH:6][C:7]([S:10]([F:15])([F:11])([F:12])([F:13])[F:14])=[CH:8][CH:9]=5)=[N:17]4)[CH:29]=[CH:28][N:27]=3)[CH2:35][CH2:34]2)[CH2:38][CH2:37]1.